From a dataset of Catalyst prediction with 721,799 reactions and 888 catalyst types from USPTO. Predict which catalyst facilitates the given reaction. (1) Reactant: [CH3:1][O:2][C:3]1[CH:15]=[CH:14][C:6]([CH2:7][C@H:8]([CH:11]([CH3:13])[CH3:12])[CH2:9]O)=[CH:5][C:4]=1[O:16][CH2:17][CH2:18][CH2:19][O:20][CH3:21].P(Br)(Br)([Br:24])=O.O.CO. Product: [CH3:1][O:2][C:3]1[CH:15]=[CH:14][C:6]([CH2:7][C@H:8]([CH:11]([CH3:13])[CH3:12])[CH2:9][Br:24])=[CH:5][C:4]=1[O:16][CH2:17][CH2:18][CH2:19][O:20][CH3:21]. The catalyst class is: 9. (2) Reactant: C[O:2][C:3](=[O:16])[C@H:4]([O:6][C:7]1[CH:12]=[CH:11][C:10]([C:13]#[N:14])=[C:9]([F:15])[CH:8]=1)[CH3:5].[OH-].[Li+]. Product: [C:13]([C:10]1[CH:11]=[CH:12][C:7]([O:6][C@H:4]([CH3:5])[C:3]([OH:16])=[O:2])=[CH:8][C:9]=1[F:15])#[N:14]. The catalyst class is: 83. (3) Reactant: Cl[C:2]1[N:7]=[C:6]([CH3:8])[C:5]([CH:9]([CH2:14][CH2:15][CH3:16])[C:10]([O:12][CH3:13])=[O:11])=[C:4]([C:17]2[CH:22]=[CH:21][C:20]([CH3:23])=[CH:19][CH:18]=2)[N:3]=1.[CH3:24][C:25]1[CH:26]=[CH:27][C:28]([S:31]([NH2:34])(=[O:33])=[O:32])=[CH:29][CH:30]=1.CC1(C)C2C(=C(P(C3C=CC=CC=3)C3C=CC=CC=3)C=CC=2)OC2C(P(C3C=CC=CC=3)C3C=CC=CC=3)=CC=CC1=2. Product: [CH3:8][C:6]1[C:5]([CH:9]([CH2:14][CH2:15][CH3:16])[C:10]([O:12][CH3:13])=[O:11])=[C:4]([C:17]2[CH:22]=[CH:21][C:20]([CH3:23])=[CH:19][CH:18]=2)[N:3]=[C:2]([NH:34][S:31]([C:28]2[CH:29]=[CH:30][C:25]([CH3:24])=[CH:26][CH:27]=2)(=[O:32])=[O:33])[N:7]=1. The catalyst class is: 160. (4) The catalyst class is: 22. Product: [Br:1][C:2]1[C:3]([CH3:9])=[CH:4][C:5]([Cl:8])=[N+:6]([O-:18])[CH:7]=1. Reactant: [Br:1][C:2]1[C:3]([CH3:9])=[CH:4][C:5]([Cl:8])=[N:6][CH:7]=1.ClC1C=CC=C(C(OO)=[O:18])C=1.